This data is from NCI-60 drug combinations with 297,098 pairs across 59 cell lines. The task is: Regression. Given two drug SMILES strings and cell line genomic features, predict the synergy score measuring deviation from expected non-interaction effect. (1) Cell line: ACHN. Drug 1: CC1=C(C(CCC1)(C)C)C=CC(=CC=CC(=CC(=O)O)C)C. Synergy scores: CSS=5.27, Synergy_ZIP=-1.72, Synergy_Bliss=-0.369, Synergy_Loewe=-5.95, Synergy_HSA=-0.390. Drug 2: C1CNP(=O)(OC1)N(CCCl)CCCl. (2) Drug 1: CN1C2=C(C=C(C=C2)N(CCCl)CCCl)N=C1CCCC(=O)O.Cl. Drug 2: C1CC(=O)NC(=O)C1N2C(=O)C3=CC=CC=C3C2=O. Cell line: A498. Synergy scores: CSS=1.19, Synergy_ZIP=2.91, Synergy_Bliss=5.31, Synergy_Loewe=4.46, Synergy_HSA=3.10. (3) Drug 1: C1=CC(=CC=C1CCC2=CNC3=C2C(=O)NC(=N3)N)C(=O)NC(CCC(=O)O)C(=O)O. Drug 2: C(CN)CNCCSP(=O)(O)O. Cell line: UO-31. Synergy scores: CSS=30.9, Synergy_ZIP=-7.72, Synergy_Bliss=2.59, Synergy_Loewe=-36.9, Synergy_HSA=3.26. (4) Drug 1: CNC(=O)C1=CC=CC=C1SC2=CC3=C(C=C2)C(=NN3)C=CC4=CC=CC=N4. Drug 2: CC(CN1CC(=O)NC(=O)C1)N2CC(=O)NC(=O)C2. Cell line: SNB-19. Synergy scores: CSS=26.3, Synergy_ZIP=-0.880, Synergy_Bliss=7.38, Synergy_Loewe=8.15, Synergy_HSA=8.07.